Dataset: Catalyst prediction with 721,799 reactions and 888 catalyst types from USPTO. Task: Predict which catalyst facilitates the given reaction. (1) The catalyst class is: 8. Reactant: C[O:2][C:3](=[O:41])[C:4]1[CH:9]=[CH:8][C:7]([CH2:10][N:11]([C:29]2[CH:34]=[CH:33][C:32]([CH:35]3[CH2:40][CH2:39][CH2:38][CH2:37][CH2:36]3)=[CH:31][CH:30]=2)[C:12]([NH:14][C:15]2[CH:20]=[C:19]([C:21]([F:24])([F:23])[F:22])[CH:18]=[C:17]([C:25]([F:28])([F:27])[F:26])[CH:16]=2)=[O:13])=[CH:6][CH:5]=1.[OH-].[Na+]. Product: [F:22][C:21]([F:23])([F:24])[C:19]1[CH:20]=[C:15]([NH:14][C:12](=[O:13])[N:11]([CH2:10][C:7]2[CH:8]=[CH:9][C:4]([C:3]([OH:41])=[O:2])=[CH:5][CH:6]=2)[C:29]2[CH:30]=[CH:31][C:32]([CH:35]3[CH2:36][CH2:37][CH2:38][CH2:39][CH2:40]3)=[CH:33][CH:34]=2)[CH:16]=[C:17]([C:25]([F:27])([F:28])[F:26])[CH:18]=1. (2) Reactant: [CH:1]([O:4][C:5]([C@@H:7]1[CH2:12][CH2:11][CH2:10][C@H:9]([C:13](O)=[O:14])[CH2:8]1)=[O:6])([CH3:3])[CH3:2].C(N(CC)CC)C.ClC(OCC)=O. Product: [OH:14][CH2:13][C@H:9]1[CH2:10][CH2:11][CH2:12][C@@H:7]([C:5]([O:4][CH:1]([CH3:3])[CH3:2])=[O:6])[CH2:8]1. The catalyst class is: 1. (3) The catalyst class is: 1. Product: [Br:9][C:10]1[C:11]([F:21])=[C:12]([F:20])[C:13]([NH:4][C:3]2[CH:5]=[CH:6][CH:7]=[CH:8][C:2]=2[F:1])=[C:14]([CH:18]=1)[C:15]([OH:17])=[O:16]. Reactant: [F:1][C:2]1[CH:8]=[CH:7][CH:6]=[CH:5][C:3]=1[NH2:4].[Br:9][C:10]1[C:11]([F:21])=[C:12]([F:20])[C:13](F)=[C:14]([CH:18]=1)[C:15]([OH:17])=[O:16].[Li+].C[Si]([N-][Si](C)(C)C)(C)C.